The task is: Regression/Classification. Given a drug SMILES string, predict its absorption, distribution, metabolism, or excretion properties. Task type varies by dataset: regression for continuous measurements (e.g., permeability, clearance, half-life) or binary classification for categorical outcomes (e.g., BBB penetration, CYP inhibition). Dataset: cyp1a2_veith.. This data is from CYP1A2 inhibition data for predicting drug metabolism from PubChem BioAssay. (1) The compound is C=CCn1c(SCC(=O)Nc2c(C)n(C)n(-c3ccccc3)c2=O)nc2sc(C)c(-c3ccccc3)c2c1=O. The result is 0 (non-inhibitor). (2) The molecule is O=C(c1cc(C(F)(F)F)cc(C(F)(F)F)c1)N1CCC2(CCCN(c3ccccc3)C2)CC1. The result is 0 (non-inhibitor).